From a dataset of NCI-60 drug combinations with 297,098 pairs across 59 cell lines. Regression. Given two drug SMILES strings and cell line genomic features, predict the synergy score measuring deviation from expected non-interaction effect. Drug 1: CCC1=CC2CC(C3=C(CN(C2)C1)C4=CC=CC=C4N3)(C5=C(C=C6C(=C5)C78CCN9C7C(C=CC9)(C(C(C8N6C)(C(=O)OC)O)OC(=O)C)CC)OC)C(=O)OC.C(C(C(=O)O)O)(C(=O)O)O. Drug 2: CC1=CC2C(CCC3(C2CCC3(C(=O)C)OC(=O)C)C)C4(C1=CC(=O)CC4)C. Cell line: SNB-19. Synergy scores: CSS=46.9, Synergy_ZIP=4.65, Synergy_Bliss=3.28, Synergy_Loewe=-48.0, Synergy_HSA=-2.79.